Dataset: Antibody developability classification from SAbDab with 2,409 antibodies. Task: Regression/Classification. Given an antibody's heavy chain and light chain sequences, predict its developability. TAP uses regression for 5 developability metrics; SAbDab uses binary classification. Result: 0 (not developable). The antibody is ['EVQLVQSGAEVKKPGATVKISCKASGYTFSDFYMYWVRQAPGKGLEWMGLIDPEDADTMYAEKFRGRVTITADTSTDTGYLELSSLRSEDTAVYYCAADPWELNAFNVWGQGTLVSVSS', 'DIQMTQSPSSVSASVGDRVTITCRASQDISTWLAWYQQKPGKAPKLLIYAASTLQSGVPSRFSGSGSGTDFSLTINSLQPEDFATYYCQQANSFFTFGGGTKVEIK'].